Dataset: Full USPTO retrosynthesis dataset with 1.9M reactions from patents (1976-2016). Task: Predict the reactants needed to synthesize the given product. (1) Given the product [CH3:62][O:63][C:64]1[CH:71]=[CH:70][C:67]([CH2:68][NH:69][C:2]2[N:7]=[C:6]3[NH:8][CH:9]=[C:10]([C:11](=[O:13])[CH3:12])[C:5]3=[CH:4][CH:3]=2)=[CH:66][CH:65]=1, predict the reactants needed to synthesize it. The reactants are: Cl[C:2]1[N:7]=[C:6]2[NH:8][CH:9]=[C:10]([C:11](=[O:13])[CH3:12])[C:5]2=[CH:4][CH:3]=1.CC(C1C=C(C(C)C)C(C2C(P(C3CCCCC3)C3CCCCC3)=C(OC)C=CC=2OC)=C(C(C)C)C=1)C.[Li+].C[Si]([N-][Si](C)(C)C)(C)C.[CH3:62][O:63][C:64]1[CH:71]=[CH:70][C:67]([CH2:68][NH2:69])=[CH:66][CH:65]=1. (2) Given the product [N:7]1[CH:8]=[C:9]([CH2:11][NH:12][C:13]2[CH:18]=[CH:17][CH:16]=[CH:15][N:14]=2)[CH:10]=[N:5][CH:6]=1, predict the reactants needed to synthesize it. The reactants are: [BH4-].[Na+].CO.[N:5]1[CH:10]=[C:9]([CH:11]=[N:12][C:13]2[CH:18]=[CH:17][CH:16]=[CH:15][N:14]=2)[CH:8]=[N:7][CH:6]=1.C(O)(=O)C. (3) Given the product [C:1]([O:5][C:6](=[O:22])[NH:7][C:8]1[CH:13]=[CH:12][C:11]([C:14]2[CH:19]=[CH:18][CH:17]=[CH:16][C:15]=2[F:20])=[CH:10][C:9]=1[NH:21][C:28](=[O:27])[CH2:29][C:30]([C:32]1[CH:37]=[CH:36][N:35]=[C:34]([C:38]#[N:39])[CH:33]=1)=[O:31])([CH3:4])([CH3:2])[CH3:3], predict the reactants needed to synthesize it. The reactants are: [C:1]([O:5][C:6](=[O:22])[NH:7][C:8]1[CH:13]=[CH:12][C:11]([C:14]2[CH:19]=[CH:18][CH:17]=[CH:16][C:15]=2[F:20])=[CH:10][C:9]=1[NH2:21])([CH3:4])([CH3:3])[CH3:2].C([O:27][C:28](=O)[CH2:29][C:30]([C:32]1[CH:37]=[CH:36][N:35]=[C:34]([C:38]#[N:39])[CH:33]=1)=[O:31])(C)(C)C. (4) Given the product [CH2:12]([N:3]1[CH:7]=[C:6]([CH:8]=[O:9])[CH:5]=[N:4]1)[CH2:13][C:14]1[CH:19]=[CH:18][CH:17]=[CH:16][CH:15]=1, predict the reactants needed to synthesize it. The reactants are: [H-].[Na+].[NH:3]1[CH:7]=[C:6]([CH:8]=[O:9])[CH:5]=[N:4]1.[I-].[Na+].[CH2:12](Br)[CH2:13][C:14]1[CH:19]=[CH:18][CH:17]=[CH:16][CH:15]=1. (5) The reactants are: Cl.[Cl:2][C:3]1[N:8]2[N:9]=[C:10]([CH:12]3[CH2:17][CH2:16][N:15]([CH:18]([CH3:20])[CH3:19])[CH2:14][CH2:13]3)[N:11]=[C:7]2[CH:6]=[C:5]([C:21]2[CH:26]=[CH:25][C:24]([F:27])=[CH:23][C:22]=2[F:28])[N:4]=1.Cl.[NH2:30][C:31]1[C:36]([C:37](=[O:42])[C:38]([F:41])([F:40])[F:39])=[CH:35][CH:34]=[C:33]([NH:43][CH2:44][CH2:45][NH2:46])[N:32]=1.C(N(CC)C(C)C)(C)C. Given the product [ClH:2].[NH2:30][C:31]1[C:36]([C:37](=[O:42])[C:38]([F:39])([F:41])[F:40])=[CH:35][CH:34]=[C:33]([NH:43][CH2:44][CH2:45][NH:46][C:3]2[N:8]3[N:9]=[C:10]([CH:12]4[CH2:17][CH2:16][N:15]([CH:18]([CH3:20])[CH3:19])[CH2:14][CH2:13]4)[N:11]=[C:7]3[CH:6]=[C:5]([C:21]3[CH:26]=[CH:25][C:24]([F:27])=[CH:23][C:22]=3[F:28])[N:4]=2)[N:32]=1, predict the reactants needed to synthesize it.